From a dataset of Full USPTO retrosynthesis dataset with 1.9M reactions from patents (1976-2016). Predict the reactants needed to synthesize the given product. (1) Given the product [Cl:1][C:2]1[C:3]([F:22])=[C:4]([NH:8][C:9]2[C:18]3[C:13](=[CH:14][C:15]([O:20][CH3:21])=[C:16]([O:19][C@H:50]4[CH2:49][CH2:48][N:47]([C:53]([O:55][C:56]([CH3:57])([CH3:58])[CH3:59])=[O:54])[C@H:46]([C:44]([O:43][CH3:42])=[O:45])[CH2:51]4)[CH:17]=3)[N:12]=[CH:11][N:10]=2)[CH:5]=[CH:6][CH:7]=1, predict the reactants needed to synthesize it. The reactants are: [Cl:1][C:2]1[C:3]([F:22])=[C:4]([NH:8][C:9]2[C:18]3[C:13](=[CH:14][C:15]([O:20][CH3:21])=[C:16]([OH:19])[CH:17]=3)[N:12]=[CH:11][N:10]=2)[CH:5]=[CH:6][CH:7]=1.C1(P(C2C=CC=CC=2)C2C=CC=CC=2)C=CC=CC=1.[CH3:42][O:43][C:44]([C@@H:46]1[CH2:51][C@H:50](O)[CH2:49][CH2:48][N:47]1[C:53]([O:55][C:56]([CH3:59])([CH3:58])[CH3:57])=[O:54])=[O:45]. (2) Given the product [CH2:1]([N:8]1[C:12](=[O:13])[CH:11]2[CH:10]([CH:16]2[N+:17]([O-:19])=[O:18])[C:9]1=[O:14])[C:2]1[CH:3]=[CH:4][CH:5]=[CH:6][CH:7]=1, predict the reactants needed to synthesize it. The reactants are: [CH2:1]([N:8]1[C:12](=[O:13])[CH:11]=[CH:10][C:9]1=[O:14])[C:2]1[CH:7]=[CH:6][CH:5]=[CH:4][CH:3]=1.Br[CH2:16][N+:17]([O-:19])=[O:18].C([O-])([O-])=O.[K+].[K+].C(Cl)Cl.CCCCCCC. (3) Given the product [O:10]=[C:11]1[CH2:19][C:18]2[C:13](=[CH:14][CH:15]=[C:16]([C:20]([NH:30][CH2:31][C:36]3[CH:35]=[CH:34][CH:33]=[CH:32][N:28]=3)=[O:22])[CH:17]=2)[NH:12]1, predict the reactants needed to synthesize it. The reactants are: C(N(C(C)C)C(C)C)C.[O:10]=[C:11]1[CH2:19][C:18]2[C:13](=[CH:14][CH:15]=[C:16]([C:20]([OH:22])=O)[CH:17]=2)[NH:12]1.F[B-](F)(F)F.[N:28]1(OC(N(C)C)=[N+](C)C)[C:32]2[CH:33]=[CH:34][CH:35]=[CH:36][C:31]=2[N:30]=N1.O.ON1C2C=CC=CC=2N=N1.NCC1C=CC=CN=1.C([O-])(O)=O.[Na+]. (4) Given the product [CH3:11][C:10]1[C:3]2[C:2]([NH2:15])=[N:7][CH:6]=[N:5][C:4]=2[S:8][CH:9]=1, predict the reactants needed to synthesize it. The reactants are: Br[C:2]1[C:3]2[C:10]([CH3:11])=[CH:9][S:8][C:4]=2[N:5]=[CH:6][N:7]=1.CCO.[NH3:15]. (5) The reactants are: [C-:1]#[N:2].[Na+].[NH2:4][C:5]1[C:6]2[N:7]([C:12]([C@@H:34]3[CH2:39][CH2:38][CH2:37][N:36]([C:40]([C:42]4([CH3:46])[CH2:45][O:44][CH2:43]4)=[O:41])[CH2:35]3)=[N:13][C:14]=2[C:15]2[CH:33]=[CH:32][C:18]([C:19]([NH:21][C:22]3[CH:27]=[C:26]([C:28]([F:31])([F:30])[F:29])[CH:25]=[CH:24][N:23]=3)=[O:20])=[CH:17][CH:16]=2)[C:8](Cl)=[CH:9][N:10]=1. Given the product [NH2:4][C:5]1[C:6]2[N:7]([C:12]([C@@H:34]3[CH2:39][CH2:38][CH2:37][N:36]([C:40]([C:42]4([CH3:46])[CH2:45][O:44][CH2:43]4)=[O:41])[CH2:35]3)=[N:13][C:14]=2[C:15]2[CH:33]=[CH:32][C:18]([C:19]([NH:21][C:22]3[CH:27]=[C:26]([C:28]([F:31])([F:30])[F:29])[CH:25]=[CH:24][N:23]=3)=[O:20])=[CH:17][CH:16]=2)[C:8]([C:1]#[N:2])=[CH:9][N:10]=1, predict the reactants needed to synthesize it. (6) The reactants are: [Br:1][CH2:2][C:3]1[CH:11]=[CH:10][C:6]([C:7](O)=[O:8])=[CH:5][CH:4]=1.O=S(Cl)[Cl:14]. Given the product [Br:1][CH2:2][C:3]1[CH:11]=[CH:10][C:6]([C:7]([Cl:14])=[O:8])=[CH:5][CH:4]=1, predict the reactants needed to synthesize it. (7) The reactants are: C[O:2]C1C(OC)=CC2N(C)C(=O)CN=C(C3C=C(C=CC=3)C#N)C=2C=1.[CH2:26]([N:28]1[C:34]2[CH:35]=[C:36]([O:41][CH3:42])[C:37]([O:39][CH3:40])=[CH:38][C:33]=2[C:32]([C:43]2[CH:44]=[C:45]([CH:48]=[CH:49][CH:50]=2)[C:46]#[N:47])=[N:31][CH2:30][C:29]1=[O:51])[CH3:27]. Given the product [CH2:26]([N:28]1[C:34]2[CH:35]=[C:36]([O:41][CH3:42])[C:37]([O:39][CH3:40])=[CH:38][C:33]=2[C:32]([C:43]2[CH:44]=[C:45]([CH:48]=[CH:49][CH:50]=2)[C:46]([NH2:47])=[O:2])=[N:31][CH2:30][C:29]1=[O:51])[CH3:27], predict the reactants needed to synthesize it.